From a dataset of Full USPTO retrosynthesis dataset with 1.9M reactions from patents (1976-2016). Predict the reactants needed to synthesize the given product. (1) The reactants are: [F:1][C:2]1[CH:3]=[C:4]([C:9]2[S:13][N:12]=[C:11]([NH2:14])[N:10]=2)[CH:5]=[CH:6][C:7]=1[F:8].C[O:16][C:17](=O)[C:18]1[CH:23]=[CH:22][C:21]([NH:24][C:25]2[CH:30]=[CH:29][N:28]=[CH:27][N:26]=2)=[CH:20][CH:19]=1. Given the product [F:1][C:2]1[CH:3]=[C:4]([C:9]2[S:13][N:12]=[C:11]([NH:14][C:17](=[O:16])[C:18]3[CH:19]=[CH:20][C:21]([NH:24][C:25]4[CH:30]=[CH:29][N:28]=[CH:27][N:26]=4)=[CH:22][CH:23]=3)[N:10]=2)[CH:5]=[CH:6][C:7]=1[F:8], predict the reactants needed to synthesize it. (2) Given the product [CH3:27][O:26][C:23]1[CH:24]=[C:25]2[C:20](=[CH:21][C:22]=1[O:28][CH3:29])[N:19]=[CH:18][CH:17]=[C:16]2[O:14][C:13]1[C:4]([C:1](=[O:3])[CH3:2])=[N:5][C:6]2[C:11]([CH:12]=1)=[CH:10][CH:9]=[CH:8][CH:7]=2, predict the reactants needed to synthesize it. The reactants are: [C:1]([C:4]1[C:13]([OH:14])=[CH:12][C:11]2[C:6](=[CH:7][CH:8]=[CH:9][CH:10]=2)[N:5]=1)(=[O:3])[CH3:2].Cl[C:16]1[C:25]2[C:20](=[CH:21][C:22]([O:28][CH3:29])=[C:23]([O:26][CH3:27])[CH:24]=2)[N:19]=[CH:18][CH:17]=1.O.